From a dataset of Full USPTO retrosynthesis dataset with 1.9M reactions from patents (1976-2016). Predict the reactants needed to synthesize the given product. (1) Given the product [F:15][C:14]([F:16])([F:17])[O:13][C:5]1[CH:6]=[CH:7][C:8]([NH2:10])=[CH:9][C:4]=1[NH2:1], predict the reactants needed to synthesize it. The reactants are: [N+:1]([C:4]1[CH:9]=[C:8]([N+:10]([O-])=O)[CH:7]=[CH:6][C:5]=1[O:13][C:14]([F:17])([F:16])[F:15])([O-])=O. (2) Given the product [CH2:1]([O:3][C:4]1[CH:17]=[C:16]2[C:7]([C:8]([C:22]3[CH:23]=[CH:24][C:25]([N:28]4[CH:32]=[CH:31][N:30]=[CH:29]4)=[CH:26][CH:27]=3)=[N:9][CH:10]3[CH:15]2[CH2:14][CH:13]([OH:18])[CH2:12][CH2:11]3)=[CH:6][C:5]=1[O:33][CH3:34])[CH3:2], predict the reactants needed to synthesize it. The reactants are: [CH2:1]([O:3][C:4]1[CH:17]=[C:16]2[C:7]([C:8]([C:22]3[CH:27]=[CH:26][C:25]([N:28]4[CH:32]=[CH:31][N:30]=[CH:29]4)=[CH:24][CH:23]=3)=[N:9][CH:10]3[CH:15]2[CH2:14][CH:13]([O:18]C(=O)C)[CH2:12][CH2:11]3)=[CH:6][C:5]=1[O:33][CH3:34])[CH3:2].C(=O)([O-])[O-].[Cs+].[Cs+]. (3) Given the product [C:1]([OH:5])(=[O:4])[CH:2]=[CH2:3].[OH:7][CH2:8][CH2:9][C:10]1[NH:11][CH:12]=[CH:13][N:14]=1, predict the reactants needed to synthesize it. The reactants are: [C:1]([O:5]C)(=[O:4])[CH:2]=[CH2:3].[OH:7][CH2:8][CH2:9][C:10]1[NH:11][CH:12]=[CH:13][N:14]=1.C1C2NC3C(=CC=CC=3)SC=2C=CC=1.COC1C=CC(O)=CC=1. (4) The reactants are: [H-].[Al+3].[Li+].[H-].[H-].[H-].CCOCC.[Cl-].[Cl-].[Cl-].[Al+3].[F:16][C:17]1[CH:22]=[C:21]([CH:23]=[CH:24][N+:25]([O-])=O)[CH:20]=[C:19]([F:28])[C:18]=1[OH:29]. Given the product [NH2:25][CH2:24][CH2:23][C:21]1[CH:20]=[C:19]([F:28])[C:18]([OH:29])=[C:17]([F:16])[CH:22]=1, predict the reactants needed to synthesize it. (5) Given the product [NH:14]1[CH2:13][CH2:12][S:11][C:10]2[N:22]=[CH:23][C:7]([N:4]3[CH2:3][CH2:2][O:1][CH2:6][CH2:5]3)=[CH:8][C:9]1=2, predict the reactants needed to synthesize it. The reactants are: [O:1]1[CH2:6][CH2:5][N:4]([C:7]2[CH:23]=[N:22][C:10]3[S:11][CH2:12][CH2:13][N:14](C(OC(C)(C)C)=O)[C:9]=3[CH:8]=2)[CH2:3][CH2:2]1.C(O)(C(F)(F)F)=O. (6) Given the product [C:5]1([C:11]2[N:12]=[C:13]3[N:18]=[C:17]([NH:19][C:24]([C:26]4[C:31]([NH:32][C:33]5[CH:38]=[N:37][CH:36]=[N:35][CH:34]=5)=[CH:30][CH:29]=[C:28]([CH:39]5[CH2:40][CH2:41]5)[N:27]=4)=[O:23])[CH:16]=[CH:15][N:14]3[CH:20]=2)[CH:6]=[CH:7][CH:8]=[CH:9][CH:10]=1, predict the reactants needed to synthesize it. The reactants are: C[Al](C)C.[C:5]1([C:11]2[N:12]=[C:13]3[N:18]=[C:17]([NH2:19])[CH:16]=[CH:15][N:14]3[CH:20]=2)[CH:10]=[CH:9][CH:8]=[CH:7][CH:6]=1.C([O:23][C:24]([C:26]1[C:31]([NH:32][C:33]2[CH:34]=[N:35][CH:36]=[N:37][CH:38]=2)=[CH:30][CH:29]=[C:28]([CH:39]2[CH2:41][CH2:40]2)[N:27]=1)=O)C.O. (7) Given the product [Cl:35][C:32]1[CH:33]=[CH:34][C:29]([N:18]2[C:19](=[O:28])[C:20]3[N:21]=[CH:22][N:23]([CH2:26][CH3:27])[C:24]=3[N:25]=[C:17]2[CH:16]([C:15]2[CH:36]=[CH:37][CH:38]=[C:13]([C:12]([F:39])([F:11])[F:40])[CH:14]=2)[CH3:42])=[CH:30][CH:31]=1, predict the reactants needed to synthesize it. The reactants are: C[Si]([N-][Si](C)(C)C)(C)C.[Na+].[F:11][C:12]([F:40])([F:39])[C:13]1[CH:14]=[C:15]([CH:36]=[CH:37][CH:38]=1)[CH2:16][C:17]1[N:18]([C:29]2[CH:34]=[CH:33][C:32]([Cl:35])=[CH:31][CH:30]=2)[C:19](=[O:28])[C:20]2[N:21]=[CH:22][N:23]([CH2:26][CH3:27])[C:24]=2[N:25]=1.I[CH3:42].